Dataset: Catalyst prediction with 721,799 reactions and 888 catalyst types from USPTO. Task: Predict which catalyst facilitates the given reaction. (1) Reactant: [CH2:1]([N:4]1[C:9]2[CH:10]=[CH:11][C:12]([S:14][CH3:15])=[CH:13][C:8]=2[C:7](=[O:16])[C:6]([CH3:18])([CH3:17])[S:5]1(=[O:20])=[O:19])[CH:2]=[CH2:3].[BH4-].[Na+]. Product: [CH3:17][C:6]1([CH3:18])[CH:7]([OH:16])[C:8]2[CH:13]=[C:12]([S:14][CH3:15])[CH:11]=[CH:10][C:9]=2[N:4]([CH2:1][CH:2]=[CH2:3])[S:5]1(=[O:20])=[O:19]. The catalyst class is: 5. (2) Reactant: [OH:1][C:2]1[C:11]2[C:6](=[C:7]([OH:12])[CH:8]=[CH:9][CH:10]=2)[CH:5]=[CH:4][CH:3]=1.[N+:13]([C:16]1[CH:24]=[CH:23][C:19]([C:20](Cl)=[O:21])=[CH:18][CH:17]=1)([O-:15])=[O:14].[OH2:25]. Product: [N+:13]([C:16]1[CH:24]=[CH:23][C:19]([C:20]([O:1][C:2]2[C:11]3[C:6](=[C:7]([O:12][C:20](=[O:21])[C:19]4[CH:23]=[CH:24][C:16]([N+:13]([O-:14])=[O:25])=[CH:17][CH:18]=4)[CH:8]=[CH:9][CH:10]=3)[CH:5]=[CH:4][CH:3]=2)=[O:21])=[CH:18][CH:17]=1)([O-:15])=[O:14]. The catalyst class is: 383.